Task: Predict the reaction yield, written as a fraction of the theoretical maximum amount of product (1.0 means a 100% yield; for example, 0.34 means a 34% yield).. Dataset: Reaction yield outcomes from USPTO patents with 853,638 reactions (1) The reactants are [NH:1]1[C:9]2[C:4](=[CH:5][C:6]([N:10]3[CH:15]=[CH:14][C:13]([C:16]4[CH:21]=[CH:20][C:19]([C:22]([F:25])([F:24])[F:23])=[CH:18][CH:17]=4)=[CH:12][C:11]3=[O:26])=[CH:7][CH:8]=2)[CH:3]=[N:2]1.S(C1C=CC([N+]([O-])=O)=CC=1)(O[CH2:31][C@@H:32]1[O:34][CH2:33]1)(=O)=O.C(=O)([O-])[O-].[Cs+].[Cs+]. The catalyst is CS(C)=O.O. The product is [O:34]1[CH2:33][C@@H:32]1[CH2:31][N:1]1[C:9]2[C:4](=[CH:5][C:6]([N:10]3[CH:15]=[CH:14][C:13]([C:16]4[CH:21]=[CH:20][C:19]([C:22]([F:24])([F:25])[F:23])=[CH:18][CH:17]=4)=[CH:12][C:11]3=[O:26])=[CH:7][CH:8]=2)[CH:3]=[N:2]1. The yield is 0.550. (2) The reactants are [F:1][C:2]1[CH:7]=[C:6]([Br:8])[CH:5]=[CH:4][C:3]=1[OH:9].Br[CH2:11][CH2:12][CH2:13][Cl:14]. The catalyst is C(#N)C. The product is [Br:8][C:6]1[CH:5]=[CH:4][C:3]([O:9][CH2:11][CH2:12][CH2:13][Cl:14])=[C:2]([F:1])[CH:7]=1. The yield is 1.00.